This data is from Full USPTO retrosynthesis dataset with 1.9M reactions from patents (1976-2016). The task is: Predict the reactants needed to synthesize the given product. (1) Given the product [F:1][C:2]1[CH:3]=[C:4]([CH:5]=[CH:6][CH:7]=1)[CH2:8][S:9][C:10]1[CH:15]=[CH:14][C:13]([NH2:16])=[CH:12][CH:11]=1, predict the reactants needed to synthesize it. The reactants are: [F:1][C:2]1[CH:7]=[CH:6][CH:5]=[C:4]([CH2:8][S:9][C:10]2[CH:15]=[CH:14][C:13]([N+:16]([O-])=O)=[CH:12][CH:11]=2)[CH:3]=1.C(=O)([O-])[O-].[Na+].[Na+]. (2) Given the product [CH:29]1([NH:32][CH2:18][C:17]2[CH:16]=[C:15]([CH:14]3[C:5]4=[N:4][NH:3][C:2](=[O:1])[C:11]5[CH:10]=[CH:9][CH:8]=[C:7]([C:6]=54)[NH:12][CH:13]3[C:23]3[CH:28]=[CH:27][CH:26]=[CH:25][CH:24]=3)[CH:22]=[CH:21][CH:20]=2)[CH2:31][CH2:30]1, predict the reactants needed to synthesize it. The reactants are: [O:1]=[C:2]1[C:11]2[CH:10]=[CH:9][CH:8]=[C:7]3[NH:12][CH:13]([C:23]4[CH:28]=[CH:27][CH:26]=[CH:25][CH:24]=4)[CH:14]([C:15]4[CH:16]=[C:17]([CH:20]=[CH:21][CH:22]=4)[CH:18]=O)[C:5]([C:6]=23)=[N:4][NH:3]1.[CH:29]1([NH2:32])[CH2:31][CH2:30]1.[BH4-].[Na+]. (3) Given the product [Br:18][C:16]1[CH:15]=[CH:14][C:13]([F:19])=[C:12]([C:2]2([CH3:11])[CH2:3][C:4]3([CH2:9][CH2:8][O:7][CH2:6][CH2:5]3)[S:10][C:21]([NH2:22])=[N:1]2)[CH:17]=1, predict the reactants needed to synthesize it. The reactants are: [NH2:1][C:2]([C:12]1[CH:17]=[C:16]([Br:18])[CH:15]=[CH:14][C:13]=1[F:19])([CH3:11])[CH2:3][C:4]1([SH:10])[CH2:9][CH2:8][O:7][CH2:6][CH2:5]1.Br[C:21]#[N:22].C(N(C(C)C)C(C)C)C. (4) Given the product [NH2:8][CH2:9][CH2:10][CH2:11][CH2:12][CH2:13][N:14]1[C:22]2[C:17](=[CH:18][CH:19]=[CH:20][CH:21]=2)[C:16]([C:23]([O:25][CH2:26][CH3:27])=[O:24])=[CH:15]1, predict the reactants needed to synthesize it. The reactants are: C(OC([NH:8][CH2:9][CH2:10][CH2:11][CH2:12][CH2:13][N:14]1[C:22]2[C:17](=[CH:18][CH:19]=[CH:20][CH:21]=2)[C:16]([C:23]([O:25][CH2:26][CH3:27])=[O:24])=[CH:15]1)=O)(C)(C)C.Cl. (5) Given the product [CH3:1][C:2]1([CH3:21])[N:6]([CH2:30][C:29]2[CH:32]=[CH:33][C:26]([C:24]#[N:25])=[CH:27][CH:28]=2)[C:5](=[O:7])[N:4]([C:8]([C:10]2[C:19]3[C:14](=[CH:15][CH:16]=[CH:17][CH:18]=3)[CH:13]=[CH:12][CH:11]=2)=[O:9])[C:3]1=[O:20], predict the reactants needed to synthesize it. The reactants are: [CH3:1][C:2]1([CH3:21])[NH:6][C:5](=[O:7])[N:4]([C:8]([C:10]2[C:19]3[C:14](=[CH:15][CH:16]=[CH:17][CH:18]=3)[CH:13]=[CH:12][CH:11]=2)=[O:9])[C:3]1=[O:20].[H-].[Na+].[C:24]([C:26]1[CH:33]=[CH:32][C:29]([CH2:30]Br)=[CH:28][CH:27]=1)#[N:25].C(OCC)(=O)C. (6) Given the product [CH3:29][C@H:30]1[CH2:35][CH2:34][CH2:33][CH2:32][N:31]1[CH:21]1[CH2:22][CH2:23][CH:18]([C:15]2[CH:16]=[CH:17][C:12]([N:3]3[CH2:4][CH2:5][C:6]4([CH2:7][CH2:8][O:9][CH2:10][CH2:11]4)[C:2]3=[O:1])=[CH:13][CH:14]=2)[CH2:19][CH2:20]1, predict the reactants needed to synthesize it. The reactants are: [O:1]=[C:2]1[C:6]2([CH2:11][CH2:10][O:9][CH2:8][CH2:7]2)[CH2:5][CH2:4][N:3]1[C:12]1[CH:17]=[CH:16][C:15]([C@@H:18]2[CH2:23][CH2:22][C@H:21](OS(C)(=O)=O)[CH2:20][CH2:19]2)=[CH:14][CH:13]=1.[CH3:29][C@H:30]1[CH2:35][CH2:34][CH2:33][CH2:32][NH:31]1.